From a dataset of Peptide-MHC class I binding affinity with 185,985 pairs from IEDB/IMGT. Regression. Given a peptide amino acid sequence and an MHC pseudo amino acid sequence, predict their binding affinity value. This is MHC class I binding data. (1) The peptide sequence is ALDISFTGA. The MHC is HLA-A02:06 with pseudo-sequence HLA-A02:06. The binding affinity (normalized) is 0.601. (2) The peptide sequence is IASSGMLWMA. The MHC is HLA-B57:01 with pseudo-sequence HLA-B57:01. The binding affinity (normalized) is 0.144. (3) The binding affinity (normalized) is 0.889. The MHC is HLA-A03:01 with pseudo-sequence HLA-A03:01. The peptide sequence is ATSRTLSYYK. (4) The peptide sequence is IPRACQKSL. The MHC is HLA-B58:01 with pseudo-sequence HLA-B58:01. The binding affinity (normalized) is 0.0847. (5) The peptide sequence is FASAHTPFY. The MHC is Mamu-B17 with pseudo-sequence Mamu-B17. The binding affinity (normalized) is 0.186. (6) The peptide sequence is AVRQFRASV. The binding affinity (normalized) is 0.0847. The MHC is HLA-B46:01 with pseudo-sequence HLA-B46:01. (7) The peptide sequence is IIAARNIVR. The MHC is HLA-A31:01 with pseudo-sequence HLA-A31:01. The binding affinity (normalized) is 0.872. (8) The peptide sequence is IYDFYYLDY. The MHC is HLA-A02:12 with pseudo-sequence HLA-A02:12. The binding affinity (normalized) is 0.0847. (9) The MHC is HLA-B35:01 with pseudo-sequence HLA-B35:01. The peptide sequence is FYRNISDPL. The binding affinity (normalized) is 0.0847. (10) The peptide sequence is HPRQFLAFL. The MHC is HLA-B57:01 with pseudo-sequence HLA-B57:01. The binding affinity (normalized) is 0.0847.